From a dataset of NCI-60 drug combinations with 297,098 pairs across 59 cell lines. Regression. Given two drug SMILES strings and cell line genomic features, predict the synergy score measuring deviation from expected non-interaction effect. (1) Drug 1: COC1=C(C=C2C(=C1)N=CN=C2NC3=CC(=C(C=C3)F)Cl)OCCCN4CCOCC4. Drug 2: C1C(C(OC1N2C=C(C(=O)NC2=O)F)CO)O. Cell line: NCI-H460. Synergy scores: CSS=64.6, Synergy_ZIP=2.99, Synergy_Bliss=1.36, Synergy_Loewe=2.07, Synergy_HSA=6.14. (2) Drug 1: CC1=CC=C(C=C1)C2=CC(=NN2C3=CC=C(C=C3)S(=O)(=O)N)C(F)(F)F. Drug 2: C1CC(C1)(C(=O)O)C(=O)O.[NH2-].[NH2-].[Pt+2]. Cell line: RPMI-8226. Synergy scores: CSS=18.3, Synergy_ZIP=-5.51, Synergy_Bliss=1.00, Synergy_Loewe=2.85, Synergy_HSA=3.62.